Task: Predict which catalyst facilitates the given reaction.. Dataset: Catalyst prediction with 721,799 reactions and 888 catalyst types from USPTO (1) Reactant: [CH:1]1[C:10]2[C:5](=[CH:6][CH:7]=[CH:8][CH:9]=2)[C:4]([C:11]2[CH:16]=[CH:15][N:14]=[C:13]([NH:17][C:18]3[CH:23]=[C:22]([N+:24]([O-])=O)[CH:21]=[CH:20][C:19]=3[CH3:27])[N:12]=2)=[CH:3][N:2]=1.[H][H]. Product: [CH:1]1[C:10]2[C:5](=[CH:6][CH:7]=[CH:8][CH:9]=2)[C:4]([C:11]2[CH:16]=[CH:15][N:14]=[C:13]([NH:17][C:18]3[C:19]([CH3:27])=[CH:20][CH:21]=[C:22]([NH2:24])[CH:23]=3)[N:12]=2)=[CH:3][N:2]=1. The catalyst class is: 19. (2) Reactant: [CH3:1][N:2]1[CH:7]=[CH:6][C:5]([C:8]2[N:9]=[C:10]([C@H:13]3[CH2:17][CH2:16][CH2:15][N:14]3C(OC(C)(C)C)=O)[S:11][CH:12]=2)=[CH:4][C:3]1=[O:25].[ClH:26]. Product: [ClH:26].[CH3:1][N:2]1[CH:7]=[CH:6][C:5]([C:8]2[N:9]=[C:10]([C@H:13]3[CH2:17][CH2:16][CH2:15][NH:14]3)[S:11][CH:12]=2)=[CH:4][C:3]1=[O:25]. The catalyst class is: 135. (3) Reactant: Cl.[NH2:2][CH2:3][C:4]1[CH:9]=[CH:8][CH:7]=[CH:6][C:5]=1[C:10]1[N:11]([CH2:29][CH:30]2OCCO2)[C:12]2[C:17]([C:18]=1[CH:19]1[CH2:24][CH2:23][CH2:22][CH2:21][CH2:20]1)=[CH:16][CH:15]=[C:14]([C:25]([O:27][CH3:28])=[O:26])[CH:13]=2.[OH-].[Na+].CO.[BH3-]C#N.[Na+]. Product: [CH:19]1([C:18]2[C:17]3[CH:16]=[CH:15][C:14]([C:25]([O:27][CH3:28])=[O:26])=[CH:13][C:12]=3[N:11]3[CH2:29][CH2:30][NH:2][CH2:3][C:4]4[CH:9]=[CH:8][CH:7]=[CH:6][C:5]=4[C:10]=23)[CH2:20][CH2:21][CH2:22][CH2:23][CH2:24]1. The catalyst class is: 559. (4) Reactant: [OH:1][CH2:2][C:3]1[CH:28]=[CH:27][C:6]2[N:7]([CH:20]([CH2:25][CH3:26])[C:21]([O:23]C)=[O:22])[C:8](=[N:10][C:11](=[O:19])[C:12]3[CH:17]=[CH:16][C:15]([CH3:18])=[CH:14][CH:13]=3)[S:9][C:5]=2[CH:4]=1.O1CCCC1.[OH-].[Na+]. The catalyst class is: 5. Product: [OH:1][CH2:2][C:3]1[CH:28]=[CH:27][C:6]2[N:7]([CH:20]([CH2:25][CH3:26])[C:21]([OH:23])=[O:22])[C:8](=[N:10][C:11](=[O:19])[C:12]3[CH:13]=[CH:14][C:15]([CH3:18])=[CH:16][CH:17]=3)[S:9][C:5]=2[CH:4]=1. (5) Reactant: [CH2:1]([O:5][C:6]1[N:11]=[CH:10][N:9]=[C:8]([C:12](=O)[C:13]2[CH:18]=[CH:17][CH:16]=[CH:15][CH:14]=2)[CH:7]=1)[C:2]#[C:3][CH3:4].Cl.[CH3:21][O:22][NH2:23].Cl. Product: [CH3:21][O:22][N:23]=[C:12]([C:13]1[CH:18]=[CH:17][CH:16]=[CH:15][CH:14]=1)[C:8]1[CH:7]=[C:6]([O:5][CH2:1][C:2]#[C:3][CH3:4])[N:11]=[CH:10][N:9]=1. The catalyst class is: 17.